From a dataset of Full USPTO retrosynthesis dataset with 1.9M reactions from patents (1976-2016). Predict the reactants needed to synthesize the given product. (1) Given the product [CH3:35][O:36][C:37]([CH:39]1[CH2:44][CH2:43][CH:42]([CH2:45][NH:46][C:21](=[O:22])[C:20]2[CH:24]=[CH:25][CH:26]=[C:18]([CH2:17][S:14]([CH:13]=[C:11]3[CH2:12][N:9]([CH:8]([C:5]4[CH:4]=[CH:3][C:2]([Cl:1])=[CH:7][CH:6]=4)[C:27]4[CH:32]=[CH:31][C:30]([Cl:33])=[CH:29][CH:28]=4)[CH2:10]3)(=[O:16])=[O:15])[CH:19]=2)[CH2:41][CH2:40]1)=[O:38], predict the reactants needed to synthesize it. The reactants are: [Cl:1][C:2]1[CH:7]=[CH:6][C:5]([CH:8]([C:27]2[CH:32]=[CH:31][C:30]([Cl:33])=[CH:29][CH:28]=2)[N:9]2[CH2:12][C:11](=[CH:13][S:14]([CH2:17][C:18]3[CH:19]=[C:20]([CH:24]=[CH:25][CH:26]=3)[C:21](O)=[O:22])(=[O:16])=[O:15])[CH2:10]2)=[CH:4][CH:3]=1.Cl.[CH3:35][O:36][C:37]([CH:39]1[CH2:44][CH2:43][CH:42]([CH2:45][NH2:46])[CH2:41][CH2:40]1)=[O:38]. (2) Given the product [CH2:13]([CH:15]1[CH2:23][C:22]2[C:17](=[CH:18][CH:19]=[CH:20][CH:21]=2)[C:16]1=[N:11][OH:12])[CH3:14], predict the reactants needed to synthesize it. The reactants are: O1C2C(=CC=CC=2)/C(=[N:11]/[OH:12])/CC1.[CH2:13]([CH:15]1[CH2:23][C:22]2[C:17](=[CH:18][CH:19]=[CH:20][CH:21]=2)[C:16]1=O)[CH3:14]. (3) Given the product [CH3:5][O:6][C:7]1[CH:8]=[C:9]([C@@:15]23[CH2:23][CH2:22][C@@H:21]([NH2:24])[CH2:20][C@@H:19]2[N:18]([CH:2]([CH3:4])[CH3:1])[CH2:17][CH2:16]3)[CH:10]=[CH:11][C:12]=1[O:13][CH3:14], predict the reactants needed to synthesize it. The reactants are: [CH3:1][C:2]([CH3:4])=O.[CH3:5][O:6][C:7]1[CH:8]=[C:9]([C@@:15]23[CH2:23][CH2:22][C@@H:21]([NH:24]C(=O)OC(C)(C)C)[CH2:20][C@@H:19]2[NH:18][CH2:17][CH2:16]3)[CH:10]=[CH:11][C:12]=1[O:13][CH3:14].[BH3-]C#N.[Na+]. (4) Given the product [CH3:5][O:6][C:7](=[O:17])[C:8]1[CH:13]=[CH:12][C:11]([C:14]([N:3]=[C:2]=[S:1])=[O:15])=[CH:10][CH:9]=1, predict the reactants needed to synthesize it. The reactants are: [S-:1][C:2]#[N:3].[K+].[CH3:5][O:6][C:7](=[O:17])[C:8]1[CH:13]=[CH:12][C:11]([C:14](Cl)=[O:15])=[CH:10][CH:9]=1. (5) Given the product [Br:15][C:16]1[CH:23]=[CH:22][C:21]([O:24][C:12]2[CH:11]=[CH:10][C:7]([C:8]#[N:9])=[C:6]([NH:5][C:1]([CH3:4])([CH3:3])[CH3:2])[N:13]=2)=[CH:20][C:17]=1[CH:18]=[O:19], predict the reactants needed to synthesize it. The reactants are: [C:1]([NH:5][C:6]1[N:13]=[C:12](Cl)[CH:11]=[CH:10][C:7]=1[C:8]#[N:9])([CH3:4])([CH3:3])[CH3:2].[Br:15][C:16]1[CH:23]=[CH:22][C:21]([OH:24])=[CH:20][C:17]=1[CH:18]=[O:19].C([O-])([O-])=O.[K+].[K+]. (6) Given the product [F:34][C:2]([F:1])([F:33])[C:3]1[CH:4]=[C:5]([C@H:13]([O:15][C@H:16]2[CH2:25][CH2:24][C:23]3[N:22]=[CH:21][CH:20]=[CH:19][C:18]=3[C@@H:17]2[C:26]2[CH:27]=[CH:28][C:29]([F:32])=[CH:30][CH:31]=2)[CH2:14][OH:35])[CH:6]=[C:7]([C:9]([F:12])([F:10])[F:11])[CH:8]=1, predict the reactants needed to synthesize it. The reactants are: [F:1][C:2]([F:34])([F:33])[C:3]1[CH:4]=[C:5]([C:13]([O:15][C@H:16]2[CH2:25][CH2:24][C:23]3[N:22]=[CH:21][CH:20]=[CH:19][C:18]=3[C@@H:17]2[C:26]2[CH:31]=[CH:30][C:29]([F:32])=[CH:28][CH:27]=2)=[CH2:14])[CH:6]=[C:7]([C:9]([F:12])([F:11])[F:10])[CH:8]=1.[OH-:35].[Na+].OO. (7) Given the product [CH3:1][O:2][C:3]1[CH:11]=[CH:10][C:6]2[C:7](=[O:9])[O:8][C:24](=[O:25])[N:12]([CH2:13][C:14]3[CH:19]=[CH:18][C:17]([C:20]([F:23])([F:21])[F:22])=[CH:16][CH:15]=3)[C:5]=2[N:4]=1, predict the reactants needed to synthesize it. The reactants are: [CH3:1][O:2][C:3]1[CH:11]=[CH:10][C:6]([C:7]([OH:9])=[O:8])=[C:5]([NH:12][CH2:13][C:14]2[CH:19]=[CH:18][C:17]([C:20]([F:23])([F:22])[F:21])=[CH:16][CH:15]=2)[N:4]=1.[C:24](=O)([O-])[O-:25].[Na+].[Na+].C(Cl)(Cl)=O. (8) Given the product [Cl:8][C:9]1[C:10]([N:15]2[CH2:16][CH2:17][N:18]([CH2:21][CH2:22][N:23]([CH3:24])[S:32]([C:28]3[CH:27]=[N:26][CH:31]=[CH:30][CH:29]=3)(=[O:34])=[O:33])[CH2:19][CH2:20]2)=[N:11][CH:12]=[CH:13][N:14]=1, predict the reactants needed to synthesize it. The reactants are: C(N(CC)CC)C.[Cl:8][C:9]1[C:10]([N:15]2[CH2:20][CH2:19][N:18]([CH2:21][CH2:22][NH:23][CH3:24])[CH2:17][CH2:16]2)=[N:11][CH:12]=[CH:13][N:14]=1.Cl.[N:26]1[CH:31]=[CH:30][CH:29]=[C:28]([S:32](Cl)(=[O:34])=[O:33])[CH:27]=1. (9) Given the product [Br:16][C:14]1[CH:13]=[CH:12][C:11]([F:17])=[C:10]([C:6]([NH:5][C:3](=[O:4])[CH:2]=[CH:18][C:19]2[CH:24]=[CH:23][CH:22]=[CH:21][CH:20]=2)([CH3:9])[CH2:7][OH:8])[CH:15]=1, predict the reactants needed to synthesize it. The reactants are: Br[CH:2]([CH2:18][C:19]1[CH:24]=[CH:23][CH:22]=[CH:21][CH:20]=1)[C:3]([NH:5][C:6]([C:10]1[CH:15]=[C:14]([Br:16])[CH:13]=[CH:12][C:11]=1[F:17])([CH3:9])[CH2:7][OH:8])=[O:4].[K].CCSC(N(CC(C)C)CC(C)C)=O.C([C@H]1OC[C@@](C2C=C(Br)C=CC=2F)(C)NC1=O)C1C=CC=CC=1.C([C@@H]1OC[C@](C2C=C(Br)C=CC=2F)(C)NC1=O)C1C=CC=CC=1.